Dataset: Forward reaction prediction with 1.9M reactions from USPTO patents (1976-2016). Task: Predict the product of the given reaction. (1) Given the reactants [CH2:1]([C:3]1[C:8](=[O:9])[NH:7][C:6]([CH3:10])=[C:5]([C:11]2[O:15][C:14]([S:16]([Cl:19])(=[O:18])=[O:17])=[CH:13][CH:12]=2)[CH:4]=1)[CH3:2].[CH3:20][N:21]1[CH2:27][CH2:26][CH2:25][NH:24][CH2:23][CH2:22]1, predict the reaction product. The product is: [ClH:19].[CH2:1]([C:3]1[C:8](=[O:9])[NH:7][C:6]([CH3:10])=[C:5]([C:11]2[O:15][C:14]([S:16]([N:24]3[CH2:25][CH2:26][CH2:27][N:21]([CH3:20])[CH2:22][CH2:23]3)(=[O:18])=[O:17])=[CH:13][CH:12]=2)[CH:4]=1)[CH3:2]. (2) Given the reactants [CH3:1][Si:2](Cl)([CH3:4])[CH3:3].[CH2:6]1[O:12][CH2:11][C@@H:9]([OH:10])[C@H:7]1[OH:8].C(N(CC)CC)C, predict the reaction product. The product is: [CH3:1][Si:2]([CH3:4])([CH3:3])[O:8][CH:7]1[CH:9]([O:10][Si:2]([CH3:4])([CH3:3])[CH3:1])[CH2:11][O:12][CH2:6]1. (3) Given the reactants [CH2:1]([C:3]1[CH:8]=[CH:7][C:6]([C:9]2[CH:14]=[CH:13][C:12]([C:15]3[Se:19][C:18]([CH:20]=O)=[CH:17][CH:16]=3)=[C:11]([F:22])[CH:10]=2)=[CH:5][CH:4]=1)[CH3:2].CC(C)([O-])C.[K+].O.Cl.[CH2:31]1[CH2:35]O[CH2:33][CH2:32]1, predict the reaction product. The product is: [CH2:1]([C:3]1[CH:8]=[CH:7][C:6]([C:9]2[CH:14]=[CH:13][C:12]([C:15]3[Se:19][C:18]([CH:20]=[CH:35][CH2:31][CH2:32][CH3:33])=[CH:17][CH:16]=3)=[C:11]([F:22])[CH:10]=2)=[CH:5][CH:4]=1)[CH3:2]. (4) Given the reactants [C:1]([C:5]1[CH:6]=[C:7]([OH:11])[CH:8]=[CH:9][CH:10]=1)([CH3:4])([CH3:3])[CH3:2].Br[CH2:13][CH2:14][CH2:15][OH:16].C(=O)([O-])[O-].[Cs+].[Cs+].O, predict the reaction product. The product is: [C:1]([C:5]1[CH:6]=[C:7]([CH:8]=[CH:9][CH:10]=1)[O:11][CH2:13][CH2:14][CH2:15][OH:16])([CH3:4])([CH3:2])[CH3:3]. (5) Given the reactants Cl[C:2]1[C:11]([CH2:12][CH2:13][C:14]([F:17])([F:16])[F:15])=[C:10]([Cl:18])[C:9]2[C:4](=[CH:5][CH:6]=[C:7]([I:19])[CH:8]=2)[N:3]=1.[CH3:20][OH:21].C[O-].[Na+].[NH4+].[Cl-], predict the reaction product. The product is: [Cl:18][C:10]1[C:9]2[C:4](=[CH:5][CH:6]=[C:7]([I:19])[CH:8]=2)[N:3]=[C:2]([O:21][CH3:20])[C:11]=1[CH2:12][CH2:13][C:14]([F:17])([F:16])[F:15]. (6) The product is: [Cl:1][C:2]1[CH:7]=[CH:6][C:5]([C:8]2[CH:9]=[N:10][N:11]([CH3:13])[CH:12]=2)=[CH:4][C:3]=1[C:24]1[N:25]=[CH:26][C:27]([NH:30][C:31](=[O:39])[C:32]2[C:37]([CH3:38])=[CH:36][CH:35]=[N:34][CH:33]=2)=[N:28][CH:29]=1. Given the reactants [Cl:1][C:2]1[CH:7]=[CH:6][C:5]([C:8]2[CH:9]=[N:10][N:11]([CH3:13])[CH:12]=2)=[CH:4][C:3]=1B1OC(C)(C)C(C)(C)O1.Br[C:24]1[N:25]=[CH:26][C:27]([NH:30][C:31](=[O:39])[C:32]2[C:37]([CH3:38])=[CH:36][CH:35]=[N:34][CH:33]=2)=[N:28][CH:29]=1.C([O-])([O-])=O.[K+].[K+], predict the reaction product. (7) Given the reactants [S:1]1[CH:5]=[CH:4][CH:3]=[C:2]1[C:6]1[CH:10]=[C:9]([CH2:11][CH2:12][CH:13]=O)[O:8][N:7]=1.[C:15]1([CH:21]([C:28]2[CH:33]=[CH:32][CH:31]=[CH:30][CH:29]=2)[N:22]2[CH2:27][CH2:26][NH:25][CH2:24][CH2:23]2)[CH:20]=[CH:19][CH:18]=[CH:17][CH:16]=1.[BH-](OC(C)=O)(OC(C)=O)OC(C)=O.[Na+], predict the reaction product. The product is: [C:28]1([CH:21]([C:15]2[CH:20]=[CH:19][CH:18]=[CH:17][CH:16]=2)[N:22]2[CH2:23][CH2:24][N:25]([CH2:13][CH2:12][CH2:11][C:9]3[O:8][N:7]=[C:6]([C:2]4[S:1][CH:5]=[CH:4][CH:3]=4)[CH:10]=3)[CH2:26][CH2:27]2)[CH:29]=[CH:30][CH:31]=[CH:32][CH:33]=1.